From a dataset of Full USPTO retrosynthesis dataset with 1.9M reactions from patents (1976-2016). Predict the reactants needed to synthesize the given product. (1) Given the product [CH2:1]([C:3]1[CH:8]=[CH:7][CH:6]=[C:5]([CH2:9][CH3:10])[C:4]=1[CH2:11][C:13]1[NH:14][CH:15]=[CH:16][N:17]=1)[CH3:2], predict the reactants needed to synthesize it. The reactants are: [CH2:1]([C:3]1[CH:8]=[CH:7][CH:6]=[C:5]([CH2:9][CH3:10])[C:4]=1[CH:11]([C:13]1[NH:14][CH:15]=[CH:16][N:17]=1)O)[CH3:2].[OH-].[Na+]. (2) Given the product [Cl:38][C:6]1[CH:7]=[CH:2][CH:3]=[CH:4][C:5]=1[C:8]1[C:9]([NH2:37])=[N:10][CH:11]=[N:12][C:13]=1[N:14]1[CH2:19][CH2:18][CH:17]([C:20]2[N:21]([CH3:36])[CH:22]=[C:23]([C:25]3[CH:30]=[CH:29][C:28]([F:31])=[C:27]([C:32]([F:35])([F:34])[F:33])[CH:26]=3)[N:24]=2)[CH2:16][CH2:15]1, predict the reactants needed to synthesize it. The reactants are: F[C:2]1[CH:7]=[CH:6][C:5]([C:8]2[C:9]([NH2:37])=[N:10][CH:11]=[N:12][C:13]=2[N:14]2[CH2:19][CH2:18][CH:17]([C:20]3[N:21]([CH3:36])[CH:22]=[C:23]([C:25]4[CH:30]=[CH:29][C:28]([F:31])=[C:27]([C:32]([F:35])([F:34])[F:33])[CH:26]=4)[N:24]=3)[CH2:16][CH2:15]2)=[CH:4][CH:3]=1.[Cl:38]C1C=CC=CC=1B(O)O.